Dataset: Peptide-MHC class I binding affinity with 185,985 pairs from IEDB/IMGT. Task: Regression. Given a peptide amino acid sequence and an MHC pseudo amino acid sequence, predict their binding affinity value. This is MHC class I binding data. (1) The peptide sequence is ETQTGMHAH. The MHC is HLA-B15:09 with pseudo-sequence HLA-B15:09. The binding affinity (normalized) is 0.0847. (2) The peptide sequence is IYSAEFKNY. The MHC is HLA-A24:03 with pseudo-sequence HLA-A24:03. The binding affinity (normalized) is 0.330. (3) The peptide sequence is KLFYVYYNL. The MHC is HLA-A32:01 with pseudo-sequence HLA-A32:01. The binding affinity (normalized) is 1.00. (4) The peptide sequence is LVFGIELMEV. The MHC is HLA-A68:02 with pseudo-sequence HLA-A68:02. The binding affinity (normalized) is 0.756. (5) The peptide sequence is LPCVLWPVL. The MHC is HLA-B44:02 with pseudo-sequence HLA-B44:02. The binding affinity (normalized) is 0. (6) The peptide sequence is TSLSNYSDI. The MHC is H-2-Db with pseudo-sequence H-2-Db. The binding affinity (normalized) is 0.840. (7) The peptide sequence is DEEAINLFH. The MHC is HLA-A25:01 with pseudo-sequence HLA-A25:01. The binding affinity (normalized) is 0.0847. (8) The peptide sequence is ISNNHIISK. The MHC is HLA-A24:03 with pseudo-sequence HLA-A24:03. The binding affinity (normalized) is 0.0847.